From a dataset of Buchwald-Hartwig C-N cross coupling reaction yields with 55,370 reactions. Predict the reaction yield, written as a fraction of the theoretical maximum amount of product (1.0 means a 100% yield; for example, 0.34 means a 34% yield). (1) The reactants are FC(F)(F)c1ccc(Cl)cc1.Cc1ccc(N)cc1.O=S(=O)(O[Pd]1c2ccccc2-c2ccccc2N~1)C(F)(F)F.COc1ccc(OC)c(P([C@]23C[C@H]4C[C@H](C[C@H](C4)C2)C3)[C@]23C[C@H]4C[C@H](C[C@H](C4)C2)C3)c1-c1c(C(C)C)cc(C(C)C)cc1C(C)C.CN1CCCN2CCCN=C12.Cc1cc(-c2ccccc2)on1. No catalyst specified. The product is Cc1ccc(Nc2ccc(C(F)(F)F)cc2)cc1. The yield is 0.0713. (2) The reactants are COc1ccc(I)cc1.Cc1ccc(N)cc1.O=S(=O)(O[Pd]1c2ccccc2-c2ccccc2N~1)C(F)(F)F.CC(C)c1cc(C(C)C)c(-c2ccccc2P(C2CCCCC2)C2CCCCC2)c(C(C)C)c1.CCN=P(N=P(N(C)C)(N(C)C)N(C)C)(N(C)C)N(C)C.CCOC(=O)c1cnoc1C. No catalyst specified. The product is COc1ccc(Nc2ccc(C)cc2)cc1. The yield is 0.0700. (3) The reactants are FC(F)(F)c1ccc(I)cc1.Cc1ccc(N)cc1.O=S(=O)(O[Pd]1c2ccccc2-c2ccccc2N~1)C(F)(F)F.COc1ccc(OC)c(P(C(C)(C)C)C(C)(C)C)c1-c1c(C(C)C)cc(C(C)C)cc1C(C)C.CCN=P(N=P(N(C)C)(N(C)C)N(C)C)(N(C)C)N(C)C.CCOC(=O)c1cnoc1. No catalyst specified. The product is Cc1ccc(Nc2ccc(C(F)(F)F)cc2)cc1. The yield is 0.0402. (4) The reactants are Clc1cccnc1.Cc1ccc(N)cc1.O=S(=O)(O[Pd]1c2ccccc2-c2ccccc2N~1)C(F)(F)F.CC(C)c1cc(C(C)C)c(-c2ccccc2P(C(C)(C)C)C(C)(C)C)c(C(C)C)c1.CN(C)C(=NC(C)(C)C)N(C)C.CCOC(=O)c1ccon1. No catalyst specified. The product is Cc1ccc(Nc2cccnc2)cc1. The yield is 0.258. (5) The reactants are COc1ccc(I)cc1.Cc1ccc(N)cc1.O=S(=O)(O[Pd]1c2ccccc2-c2ccccc2N~1)C(F)(F)F.COc1ccc(OC)c(P([C@]23C[C@H]4C[C@H](C[C@H](C4)C2)C3)[C@]23C[C@H]4C[C@H](C[C@H](C4)C2)C3)c1-c1c(C(C)C)cc(C(C)C)cc1C(C)C.CN1CCCN2CCCN=C12.CCOC(=O)c1ccon1. No catalyst specified. The product is COc1ccc(Nc2ccc(C)cc2)cc1. The yield is 0.508. (6) The reactants are FC(F)(F)c1ccc(Br)cc1.Cc1ccc(N)cc1.O=S(=O)(O[Pd]1c2ccccc2-c2ccccc2N~1)C(F)(F)F.COc1ccc(OC)c(P([C@]23C[C@H]4C[C@H](C[C@H](C4)C2)C3)[C@]23C[C@H]4C[C@H](C[C@H](C4)C2)C3)c1-c1c(C(C)C)cc(C(C)C)cc1C(C)C.CN(C)C(=NC(C)(C)C)N(C)C.c1ccc(-c2ccon2)cc1. No catalyst specified. The product is Cc1ccc(Nc2ccc(C(F)(F)F)cc2)cc1. The yield is 0.481. (7) The reactants are Ic1cccnc1.Cc1ccc(N)cc1.O=S(=O)(O[Pd]1c2ccccc2-c2ccccc2N~1)C(F)(F)F.COc1ccc(OC)c(P([C@]23C[C@H]4C[C@H](C[C@H](C4)C2)C3)[C@]23C[C@H]4C[C@H](C[C@H](C4)C2)C3)c1-c1c(C(C)C)cc(C(C)C)cc1C(C)C.CCN=P(N=P(N(C)C)(N(C)C)N(C)C)(N(C)C)N(C)C.COC(=O)c1cc(-c2ccco2)on1. No catalyst specified. The product is Cc1ccc(Nc2cccnc2)cc1. The yield is 0.503. (8) The reactants are CCc1ccc(I)cc1.Cc1ccc(N)cc1.O=S(=O)(O[Pd]1c2ccccc2-c2ccccc2N~1)C(F)(F)F.COc1ccc(OC)c(P(C(C)(C)C)C(C)(C)C)c1-c1c(C(C)C)cc(C(C)C)cc1C(C)C.CN(C)C(=NC(C)(C)C)N(C)C.CCOC(=O)c1cc(C)on1. No catalyst specified. The product is CCc1ccc(Nc2ccc(C)cc2)cc1. The yield is 0.748. (9) The reactants are Ic1cccnc1.Cc1ccc(N)cc1.O=S(=O)(O[Pd]1c2ccccc2-c2ccccc2N~1)C(F)(F)F.CC(C)c1cc(C(C)C)c(-c2ccccc2P(C2CCCCC2)C2CCCCC2)c(C(C)C)c1.CN(C)C(=NC(C)(C)C)N(C)C.CCOC(=O)c1cc(C)no1. No catalyst specified. The product is Cc1ccc(Nc2cccnc2)cc1. The yield is 0.369. (10) The reactants are CCc1ccc(Cl)cc1.Cc1ccc(N)cc1.O=S(=O)(O[Pd]1c2ccccc2-c2ccccc2N~1)C(F)(F)F.CC(C)c1cc(C(C)C)c(-c2ccccc2P(C2CCCCC2)C2CCCCC2)c(C(C)C)c1.CN1CCCN2CCCN=C12.CCOC(=O)c1cc(C)no1. No catalyst specified. The product is CCc1ccc(Nc2ccc(C)cc2)cc1. The yield is 0.00547.